From a dataset of Catalyst prediction with 721,799 reactions and 888 catalyst types from USPTO. Predict which catalyst facilitates the given reaction. (1) Reactant: [C:1]([N:8]1[CH2:13][CH2:12][CH:11]([S:14][C:15]2[CH:20]=[CH:19][C:18]([Br:21])=[CH:17][CH:16]=2)[CH2:10][CH2:9]1)([O:3][C:4]([CH3:7])([CH3:6])[CH3:5])=[O:2].[OH:22]OS([O-])=O.[K+]. Product: [C:1]([N:8]1[CH2:13][CH2:12][CH:11]([S:14]([C:15]2[CH:20]=[CH:19][C:18]([Br:21])=[CH:17][CH:16]=2)=[O:22])[CH2:10][CH2:9]1)([O:3][C:4]([CH3:7])([CH3:6])[CH3:5])=[O:2]. The catalyst class is: 22. (2) Reactant: [NH:1]([C:3]([C:5]1[N:10]=[C:9]([NH:11][C:12](=[O:21])[O:13][CH2:14][C:15]2[CH:20]=[CH:19][CH:18]=[CH:17][CH:16]=2)[CH:8]=[CH:7][CH:6]=1)=O)[NH2:2].[CH:22]1([NH:25][CH:26]=O)[CH2:24][CH2:23]1.C1(N)CC1.FC(F)(F)C(O)=O. Product: [CH:22]1([N:25]2[CH:26]=[N:2][N:1]=[C:3]2[C:5]2[N:10]=[C:9]([NH:11][C:12](=[O:21])[O:13][CH2:14][C:15]3[CH:20]=[CH:19][CH:18]=[CH:17][CH:16]=3)[CH:8]=[CH:7][CH:6]=2)[CH2:24][CH2:23]1. The catalyst class is: 11. (3) Reactant: I[CH2:2][CH3:3].[Br:4][C:5]1[C:10]([C:11]2[CH:16]=[CH:15][C:14]([F:17])=[CH:13][CH:12]=2)=[C:9]([F:18])[C:8]([OH:19])=[C:7]([CH:20]=[O:21])[CH:6]=1.C(=O)([O-])[O-].[K+].[K+]. Product: [Br:4][C:5]1[C:10]([C:11]2[CH:16]=[CH:15][C:14]([F:17])=[CH:13][CH:12]=2)=[C:9]([F:18])[C:8]([O:19][CH2:2][CH3:3])=[C:7]([CH:20]=[O:21])[CH:6]=1. The catalyst class is: 3. (4) Reactant: [CH:1]([N-]C(C)C)(C)C.[Li+].[CH2:9]([O:11][C:12](=[O:38])[CH2:13][C:14]1[CH:19]=[CH:18][CH:17]=[C:16]([S:20][C:21]2[C:29]3[C:24](=[CH:25][C:26]([Cl:30])=[CH:27][CH:28]=3)[N:23]([C:31]3[CH:32]=[N:33][CH:34]=[CH:35][CH:36]=3)[C:22]=2[CH3:37])[CH:15]=1)[CH3:10].IC. Product: [CH2:9]([O:11][C:12](=[O:38])[CH:13]([C:14]1[CH:19]=[CH:18][CH:17]=[C:16]([S:20][C:21]2[C:29]3[C:24](=[CH:25][C:26]([Cl:30])=[CH:27][CH:28]=3)[N:23]([C:31]3[CH:32]=[N:33][CH:34]=[CH:35][CH:36]=3)[C:22]=2[CH3:37])[CH:15]=1)[CH3:1])[CH3:10]. The catalyst class is: 1. (5) Reactant: [CH3:1][C:2]1[CH:40]=[C:39]([CH3:41])[CH:38]=[CH:37][C:3]=1[C:4]([O:6][CH2:7][C:8]1[CH:13]=[CH:12][C:11]([CH:14]([CH2:28][NH:29][C:30]([O:32][C:33]([CH3:36])([CH3:35])[CH3:34])=[O:31])[C:15]([NH:17][C:18]2[CH:19]=[C:20]3[C:25](=[CH:26][CH:27]=2)[CH:24]=[N:23][CH:22]=[CH:21]3)=[O:16])=[CH:10][CH:9]=1)=[O:5]. Product: [CH3:1][C:2]1[CH:40]=[C:39]([CH3:41])[CH:38]=[CH:37][C:3]=1[C:4]([O:6][CH2:7][C:8]1[CH:9]=[CH:10][C:11]([C@@H:14]([CH2:28][NH:29][C:30]([O:32][C:33]([CH3:36])([CH3:35])[CH3:34])=[O:31])[C:15]([NH:17][C:18]2[CH:19]=[C:20]3[C:25](=[CH:26][CH:27]=2)[CH:24]=[N:23][CH:22]=[CH:21]3)=[O:16])=[CH:12][CH:13]=1)=[O:5].[CH3:1][C:2]1[CH:40]=[C:39]([CH3:41])[CH:38]=[CH:37][C:3]=1[C:4]([O:6][CH2:7][C:8]1[CH:9]=[CH:10][C:11]([C@H:14]([CH2:28][NH:29][C:30]([O:32][C:33]([CH3:36])([CH3:35])[CH3:34])=[O:31])[C:15]([NH:17][C:18]2[CH:19]=[C:20]3[C:25](=[CH:26][CH:27]=2)[CH:24]=[N:23][CH:22]=[CH:21]3)=[O:16])=[CH:12][CH:13]=1)=[O:5]. The catalyst class is: 5.